This data is from Reaction yield outcomes from USPTO patents with 853,638 reactions. The task is: Predict the reaction yield, written as a fraction of the theoretical maximum amount of product (1.0 means a 100% yield; for example, 0.34 means a 34% yield). (1) The reactants are [OH:1][C:2]1[CH:9]=N[CH:7]=[C:6]([O:10][CH3:11])[C:3]=1[CH:4]=[O:5].Cl[CH2:13][C:14]1[C:15]([C:20]2[N:24]([CH2:25][C:26]([F:29])([F:28])[F:27])[N:23]=[CH:22][CH:21]=2)=[N:16][CH:17]=[CH:18][CH:19]=1.[C:30](=O)([O-])[O-].[K+].[K+]. The catalyst is CN(C=O)C. The product is [CH3:11][O:10][C:6]1[CH:7]=[CH:30][CH:9]=[C:2]([O:1][CH2:13][C:14]2[C:15]([C:20]3[N:24]([CH2:25][C:26]([F:29])([F:28])[F:27])[N:23]=[CH:22][CH:21]=3)=[N:16][CH:17]=[CH:18][CH:19]=2)[C:3]=1[CH:4]=[O:5]. The yield is 0.0500. (2) The reactants are [CH:1]1([C:7]2[C:8]3[CH:9]=[CH:10][C:11]([C:30]([O:32][C:33]([CH3:36])([CH3:35])[CH3:34])=[O:31])=[CH:12][C:13]=3[N:14]3[CH2:20][C:19]([C:21]([O:23][CH3:24])=[O:22])=[CH:18][C:17]4[CH:25]=[C:26]([F:29])[CH:27]=[CH:28][C:16]=4[C:15]=23)[CH2:6][CH2:5][CH2:4][CH2:3][CH2:2]1.[C:37](C1C=C(F)C=CC=1C1NC2C(C=1C1CCCCC1)=CC=C(C(OC(C)(C)C)=O)C=2)(=O)C. No catalyst specified. The product is [CH:1]1([C:7]2[C:8]3[CH:9]=[CH:10][C:11]([C:30]([O:32][C:33]([CH3:36])([CH3:35])[CH3:34])=[O:31])=[CH:12][C:13]=3[N:14]3[CH2:20][C:19]([C:21]([O:23][CH3:24])=[O:22])=[C:18]([CH3:37])[C:17]4[CH:25]=[C:26]([F:29])[CH:27]=[CH:28][C:16]=4[C:15]=23)[CH2:6][CH2:5][CH2:4][CH2:3][CH2:2]1. The yield is 0.110. (3) The reactants are C([O:3][C:4](=[O:20])[CH2:5][N:6]([C:8](=[O:19])[CH2:9][N:10]([C:12]([O:14][C:15]([CH3:18])([CH3:17])[CH3:16])=[O:13])[CH3:11])[CH3:7])C.[Li+].[OH-]. The catalyst is O.C1COCC1. The yield is 0.900. The product is [C:15]([O:14][C:12]([N:10]([CH3:11])[CH2:9][C:8]([N:6]([CH2:5][C:4]([OH:20])=[O:3])[CH3:7])=[O:19])=[O:13])([CH3:18])([CH3:17])[CH3:16]. (4) The reactants are [CH3:1][O:2][C:3](=[O:21])[C:4]1[CH:9]=[C:8]([CH:10]([OH:12])[CH3:11])[C:7]([C:13]([F:16])([F:15])[F:14])=[CH:6][C:5]=1[NH:17]C(=O)C.[CH3:22]CN(CC)CC.CS(Cl)(=O)=O. The catalyst is C(Cl)Cl.CO. The product is [CH3:1][O:2][C:3](=[O:21])[C:4]1[CH:9]=[C:8]([CH:10]([O:12][CH3:22])[CH3:11])[C:7]([C:13]([F:16])([F:15])[F:14])=[CH:6][C:5]=1[NH2:17]. The yield is 0.360. (5) The reactants are [Br:1][C:2]1[CH:14]=[CH:13][C:12]2[C:11]3[C:6](=[CH:7][C:8]([Br:15])=[CH:9][CH:10]=3)C[C:4]=2[CH:3]=1.[OH-].[K+].[CH3:18]I.C(O[CH2:24][CH3:25])(=O)C. The catalyst is CS(C)=O. The product is [Br:1][C:2]1[CH:3]=[CH:4][C:12]2[C:11]3[C:6](=[CH:7][C:8]([Br:15])=[CH:9][CH:10]=3)[C:24]([CH3:25])([CH3:18])[C:13]=2[CH:14]=1. The yield is 1.00. (6) The reactants are [CH3:1][O:2][C:3]([NH:5][C@H:6]([C:10]([N:12]1[CH2:16][C@@H:15]([CH3:17])[CH2:14][C@H:13]1[C:18]1[NH:22][C:21]2[C:23]3[C:28]([CH:29]=[CH:30][C:20]=2[N:19]=1)=[CH:27][C:26]1[C:31]2[C:36]([CH2:37][O:38][C:25]=1[CH:24]=3)=[CH:35][C:34]([C:39]1[NH:43][C:42]([C@@H:44]3[CH2:48][CH2:47][CH2:46][N:45]3C(OC(C)(C)C)=O)=[N:41][CH:40]=1)=[CH:33][CH:32]=2)=[O:11])[CH:7]([CH3:9])[CH3:8])=[O:4].Cl.[CH3:57][O:58][C:59]([NH:61][C@H:62]([C:66]1[CH:71]=[CH:70][CH:69]=[CH:68][CH:67]=1)[C:63]([OH:65])=O)=[O:60].C[CH2:73][O:74]C(C(C#N)=NOC(N1CCOCC1)=[N+](C)C)=O.F[P-](F)(F)(F)(F)F.C(N(C(C)C)CC)(C)C. The catalyst is CN(C=O)C.C(OCC)(=O)C.C(O)C. The product is [CH3:1][O:2][C:3]([NH:5][C@@H:6]([CH:7]([CH3:9])[CH3:8])[C:10]([N:12]1[CH2:16][C@@H:15]([CH2:17][O:74][CH3:73])[CH2:14][C@H:13]1[C:18]1[NH:22][C:21]2[C:23]3[C:28]([CH:29]=[CH:30][C:20]=2[N:19]=1)=[CH:27][C:26]1[C:31]2[C:36]([CH2:37][O:38][C:25]=1[CH:24]=3)=[CH:35][C:34]([C:39]1[NH:43][C:42]([C@@H:44]3[CH2:48][CH2:47][CH2:46][N:45]3[C:63](=[O:65])[C@H:62]([NH:61][C:59](=[O:60])[O:58][CH3:57])[C:66]3[CH:71]=[CH:70][CH:69]=[CH:68][CH:67]=3)=[N:41][CH:40]=1)=[CH:33][CH:32]=2)=[O:11])=[O:4]. The yield is 0.390. (7) The reactants are [CH2:1]([O:3][C:4](=[O:33])[CH2:5][N:6]([C:8](=[O:32])[C@@H:9]([NH:24][C:25]([O:27][C:28]([CH3:31])([CH3:30])[CH3:29])=[O:26])[CH2:10][NH:11][S:12]([C:15]1[CH:20]=[CH:19][CH:18]=[CH:17][C:16]=1[N+:21]([O-:23])=[O:22])(=[O:14])=[O:13])[CH3:7])[CH3:2].[C:34]([O-])([O-])=O.[K+].[K+].CI. The catalyst is CN(C=O)C. The product is [CH2:1]([O:3][C:4](=[O:33])[CH2:5][N:6]([C:8](=[O:32])[C@@H:9]([NH:24][C:25]([O:27][C:28]([CH3:29])([CH3:31])[CH3:30])=[O:26])[CH2:10][N:11]([CH3:34])[S:12]([C:15]1[CH:20]=[CH:19][CH:18]=[CH:17][C:16]=1[N+:21]([O-:23])=[O:22])(=[O:14])=[O:13])[CH3:7])[CH3:2]. The yield is 0.980.